From a dataset of Catalyst prediction with 721,799 reactions and 888 catalyst types from USPTO. Predict which catalyst facilitates the given reaction. (1) Reactant: Cl[C:2]1[CH:7]=[C:6]([C:8]2[O:12][CH:11]=[N:10][CH:9]=2)[CH:5]=[C:4]([Cl:13])[N:3]=1.[F:14][C:15]1[CH:20]=[CH:19][C:18]([C@@H:21]([NH2:23])[CH3:22])=[CH:17][CH:16]=1.C(=O)([O-])[O-].[Cs+].[Cs+]. Product: [Cl:13][C:4]1[N:3]=[C:2]([NH:23][C@H:21]([C:18]2[CH:19]=[CH:20][C:15]([F:14])=[CH:16][CH:17]=2)[CH3:22])[CH:7]=[C:6]([C:8]2[O:12][CH:11]=[N:10][CH:9]=2)[CH:5]=1. The catalyst class is: 487. (2) Reactant: FC(F)(F)C(O)=O.[CH2:8]([O:10][CH2:11][C:12]1[N:13]([CH2:25][C:26]([NH:29][C:30](=[O:44])[CH2:31][CH2:32][C:33]([NH:35][NH:36]C(OC(C)(C)C)=O)=[O:34])([CH3:28])[CH3:27])[C:14]2[C:23]3[CH:22]=[CH:21][CH:20]=[CH:19][C:18]=3[N:17]=[CH:16][C:15]=2[N:24]=1)[CH3:9]. Product: [CH2:8]([O:10][CH2:11][C:12]1[N:13]([CH2:25][C:26]([NH:29][C:30](=[O:44])[CH2:31][CH2:32][C:33]([NH:35][NH2:36])=[O:34])([CH3:28])[CH3:27])[C:14]2[C:23]3[CH:22]=[CH:21][CH:20]=[CH:19][C:18]=3[N:17]=[CH:16][C:15]=2[N:24]=1)[CH3:9]. The catalyst class is: 4.